Dataset: Forward reaction prediction with 1.9M reactions from USPTO patents (1976-2016). Task: Predict the product of the given reaction. Given the reactants [Br:1][C:2]1[N:16]=[C:5]2[C:6]([O:14][CH3:15])=[CH:7][C:8]([C:10]([O:12]C)=[O:11])=[CH:9][N:4]2[N:3]=1.[OH-].[Li+].Cl.[Cl-].[Na+], predict the reaction product. The product is: [Br:1][C:2]1[N:16]=[C:5]2[C:6]([O:14][CH3:15])=[CH:7][C:8]([C:10]([OH:12])=[O:11])=[CH:9][N:4]2[N:3]=1.